This data is from Catalyst prediction with 721,799 reactions and 888 catalyst types from USPTO. The task is: Predict which catalyst facilitates the given reaction. (1) Reactant: C(Cl)CCl.[NH2:5][C:6]1[N:11]=[CH:10][C:9]([CH:12]=[CH:13][C:14]([OH:16])=O)=[CH:8][CH:7]=1.[CH3:17][N:18]1[C:26]2[C:21](=[CH:22][CH:23]=[CH:24][CH:25]=2)[C:20]([CH2:27][NH:28][CH3:29])=[CH:19]1.C1C=CC2N(O)N=NC=2C=1.O.C(N(C(C)C)CC)(C)C. Product: [NH2:5][C:6]1[N:11]=[CH:10][C:9](/[CH:12]=[CH:13]/[C:14]([N:28]([CH3:29])[CH2:27][C:20]2[C:21]3[C:26](=[CH:25][CH:24]=[CH:23][CH:22]=3)[N:18]([CH3:17])[CH:19]=2)=[O:16])=[CH:8][CH:7]=1. The catalyst class is: 3. (2) Reactant: Cl[CH2:2][C:3]([C:5]1[CH:6]=[C:7]2[C:12](=[CH:13][CH:14]=1)[NH:11][C:10](=[O:15])[CH2:9][CH2:8]2)=[O:4].[OH:16][C:17]1([C:23]2[S:24][C:25]([CH3:28])=[CH:26][CH:27]=2)[CH2:22][CH2:21][NH:20][CH2:19][CH2:18]1.C(N(CC)CC)C. Product: [OH:16][C:17]1([C:23]2[S:24][C:25]([CH3:28])=[CH:26][CH:27]=2)[CH2:18][CH2:19][N:20]([CH2:2][C:3]([C:5]2[CH:6]=[C:7]3[C:12](=[CH:13][CH:14]=2)[NH:11][C:10](=[O:15])[CH2:9][CH2:8]3)=[O:4])[CH2:21][CH2:22]1. The catalyst class is: 3. (3) Reactant: CC1(C)C2C(=C(P(C3C=CC=CC=3)C3C=CC=CC=3)C=CC=2)OC2C(P(C3C=CC=CC=3)C3C=CC=CC=3)=CC=CC1=2.Br[C:44]1[CH:49]=[N:48][C:47]([Br:50])=[CH:46][N:45]=1.C(=O)([O-])[O-].[Cs+].[Cs+].[F:57][C:58]([F:67])([F:66])[C:59]1[N:64]=[CH:63][C:62]([NH2:65])=[CH:61][CH:60]=1. Product: [Br:50][C:47]1[N:48]=[CH:49][C:44]([NH:65][C:62]2[CH:63]=[N:64][C:59]([C:58]([F:67])([F:57])[F:66])=[CH:60][CH:61]=2)=[N:45][CH:46]=1. The catalyst class is: 222.